Dataset: Forward reaction prediction with 1.9M reactions from USPTO patents (1976-2016). Task: Predict the product of the given reaction. (1) Given the reactants [F:1][C:2]1[C:3]([N:19]2[C:24](=[O:25])[CH:23]=[C:22]([C:26]([F:29])([F:28])[F:27])[N:21]([CH3:30])[C:20]2=[O:31])=[CH:4][C:5]([O:10][C:11]2[CH:16]=[CH:15][CH:14]=[C:13]([O:17]C)[CH:12]=2)=[C:6]([C:8]#[N:9])[CH:7]=1.CO, predict the reaction product. The product is: [C:8]([C:6]1[CH:7]=[C:2]([F:1])[C:3]([N:19]2[C:24](=[O:25])[CH:23]=[C:22]([C:26]([F:28])([F:29])[F:27])[N:21]([CH3:30])[C:20]2=[O:31])=[CH:4][C:5]=1[O:10][C:11]1[CH:12]=[C:13]([OH:17])[CH:14]=[CH:15][CH:16]=1)#[N:9]. (2) Given the reactants C(OC(=O)[NH:7][CH:8]([C:16](=[O:28])[NH:17][C:18]1[CH:22]=[CH:21][N:20]([CH2:23][C:24]([OH:27])([CH3:26])[CH3:25])[N:19]=1)[CH2:9][CH:10]1[CH2:15][CH2:14][O:13][CH2:12][CH2:11]1)(C)(C)C.[ClH:30], predict the reaction product. The product is: [ClH:30].[NH2:7][CH:8]([CH2:9][CH:10]1[CH2:15][CH2:14][O:13][CH2:12][CH2:11]1)[C:16]([NH:17][C:18]1[CH:22]=[CH:21][N:20]([CH2:23][C:24]([OH:27])([CH3:25])[CH3:26])[N:19]=1)=[O:28]. (3) Given the reactants [C:1]([N:4]1[C:13]2[C:8](=[CH:9][C:10](B3OC(C)(C)C(C)(C)O3)=[CH:11][CH:12]=2)[C@H:7]([NH:23][C:24](=[O:29])[O:25][CH:26]([CH3:28])[CH3:27])[CH2:6][C@@H:5]1[CH3:30])(=[O:3])[CH3:2].[CH3:31][C:32]1[NH:33][CH:34]=[CH:35][N:36]=1, predict the reaction product. The product is: [C:1]([N:4]1[C:13]2[C:8](=[CH:9][C:10]([N:33]3[CH:34]=[CH:35][N:36]=[C:32]3[CH3:31])=[CH:11][CH:12]=2)[C@H:7]([NH:23][C:24](=[O:29])[O:25][CH:26]([CH3:27])[CH3:28])[CH2:6][C@@H:5]1[CH3:30])(=[O:3])[CH3:2]. (4) Given the reactants [Br:1][C:2]1[CH:3]=[C:4]([CH2:10]Br)[C:5]([CH2:8]Br)=[N:6][CH:7]=1.[C:12]([NH2:31])([C:25]1[CH:30]=[CH:29][CH:28]=[CH:27][CH:26]=1)([C:19]1[CH:24]=[CH:23][CH:22]=[CH:21][CH:20]=1)[C:13]1[CH:18]=[CH:17][CH:16]=[CH:15][CH:14]=1.CCN(C(C)C)C(C)C, predict the reaction product. The product is: [Br:1][C:2]1[CH:3]=[C:4]2[CH2:10][N:31]([C:12]([C:13]3[CH:18]=[CH:17][CH:16]=[CH:15][CH:14]=3)([C:25]3[CH:26]=[CH:27][CH:28]=[CH:29][CH:30]=3)[C:19]3[CH:20]=[CH:21][CH:22]=[CH:23][CH:24]=3)[CH2:8][C:5]2=[N:6][CH:7]=1. (5) Given the reactants [F:1][C:2]([F:33])([F:32])[C:3]1[C:4]([C:11]2[N:16]=[C:15]3[N:17]=[CH:18][CH:19]=[C:20]([NH:21][C:22]4[CH:27]=[CH:26][C:25]([C:28]([F:31])([F:30])[F:29])=[CH:24][N:23]=4)[C:14]3=[N:13][CH:12]=2)=[N:5][CH:6]=[C:7]([CH:10]=1)[C:8]#[N:9].CO.CC[O:38]C(C)=O, predict the reaction product. The product is: [F:33][C:2]([F:1])([F:32])[C:3]1[C:4]([C:11]2[N:16]=[C:15]3[N:17]=[CH:18][CH:19]=[C:20]([NH:21][C:22]4[CH:27]=[CH:26][C:25]([C:28]([F:30])([F:29])[F:31])=[CH:24][N:23]=4)[C:14]3=[N:13][CH:12]=2)=[N:5][CH:6]=[C:7]([CH:10]=1)[C:8]([NH2:9])=[O:38]. (6) Given the reactants [NH2:1][CH2:2][C@H:3]1[N:10]([C:11]([C:13]2[N:14]=[C:15]([CH3:25])[S:16][C:17]=2[C:18]2[CH:19]=[C:20]([CH3:24])[CH:21]=[CH:22][CH:23]=2)=[O:12])[CH2:9][C@H:8]2[C@@H:4]1[CH2:5][CH:6]([CH3:26])[CH2:7]2.[CH3:27][C:28]1[CH:33]=[CH:32][N:31]=[C:30]([C:34](O)=[O:35])[CH:29]=1, predict the reaction product. The product is: [CH3:26][CH:6]1[CH2:5][C@H:4]2[C@H:8]([CH2:9][N:10]([C:11]([C:13]3[N:14]=[C:15]([CH3:25])[S:16][C:17]=3[C:18]3[CH:19]=[C:20]([CH3:24])[CH:21]=[CH:22][CH:23]=3)=[O:12])[C@@H:3]2[CH2:2][NH:1][C:34]([C:30]2[CH:29]=[C:28]([CH3:27])[CH:33]=[CH:32][N:31]=2)=[O:35])[CH2:7]1. (7) The product is: [N+:23]([C:21]1[CH:20]=[CH:19][C:18]2[N:38]([C@H:41]([C:46]3[CH:51]=[CH:50][CH:49]=[CH:48][CH:47]=3)[CH2:42][C:43]([OH:45])=[O:44])[CH:37]=[N:14][C:17]=2[CH:22]=1)([O-:25])=[O:24]. Given the reactants N[C@H](C1C=CC=CC=1)CC(OC)=O.[N+:14]([C:17]1[CH:22]=[C:21]([N+:23]([O-:25])=[O:24])[CH:20]=[CH:19][C:18]=1Cl)([O-])=O.NC1C=CC=CC=1C(NC1C=CC2N=C[N:38]([CH:41]([C:46]3[CH:51]=[CH:50][CH:49]=[CH:48][CH:47]=3)[CH2:42][C:43]([OH:45])=[O:44])[C:37]=2C=1)=O, predict the reaction product.